Dataset: Forward reaction prediction with 1.9M reactions from USPTO patents (1976-2016). Task: Predict the product of the given reaction. (1) The product is: [F:41][C:2]([F:1])([F:40])[C:3]1[CH:4]=[C:5]([CH:33]=[C:34]([C:36]([F:37])([F:38])[F:39])[CH:35]=1)[CH2:6][N:7]([CH2:14][C:15]1[CH:20]=[C:19]([C:21]([F:24])([F:23])[F:22])[CH:18]=[CH:17][C:16]=1[C:25]([CH:27]1[CH2:32][CH2:31][CH2:30][CH2:29][CH2:28]1)=[O:26])[C:8]1[N:9]=[N:10][N:11]([CH3:13])[N:12]=1. Given the reactants [F:1][C:2]([F:41])([F:40])[C:3]1[CH:4]=[C:5]([CH:33]=[C:34]([C:36]([F:39])([F:38])[F:37])[CH:35]=1)[CH2:6][N:7]([CH2:14][C:15]1[CH:20]=[C:19]([C:21]([F:24])([F:23])[F:22])[CH:18]=[CH:17][C:16]=1[CH:25]([CH:27]1[CH2:32][CH2:31][CH2:30][CH2:29][CH2:28]1)[OH:26])[C:8]1[N:9]=[N:10][N:11]([CH3:13])[N:12]=1.CC(OI1(OC(C)=O)(OC(C)=O)OC(=O)C2C=CC=CC1=2)=O, predict the reaction product. (2) The product is: [ClH:11].[O:1]1[CH:5]=[CH:4][N:3]=[C:2]1[C:6](=[NH:12])[NH2:7]. Given the reactants [O:1]1[CH:5]=[CH:4][N:3]=[C:2]1[C:6]#[N:7].C[O-].[Na+].[Cl-:11].[NH4+:12], predict the reaction product. (3) Given the reactants Cl.[CH3:2][O:3][C:4]1[CH:5]=[C:6]([C:12]2[C:13]([CH3:25])([CH3:24])[C:14](=[O:23])[N:15]([CH:17]3[CH2:22][CH2:21][NH:20][CH2:19][CH2:18]3)[N:16]=2)[CH:7]=[CH:8][C:9]=1[O:10][CH3:11].[CH3:26][O:27][C:28]1[C:29]([C:38](O)=[O:39])=[CH:30][C:31]2[C:36]([CH:37]=1)=[CH:35][CH:34]=[CH:33][CH:32]=2, predict the reaction product. The product is: [CH3:2][O:3][C:4]1[CH:5]=[C:6]([C:12]2[C:13]([CH3:25])([CH3:24])[C:14](=[O:23])[N:15]([CH:17]3[CH2:22][CH2:21][N:20]([C:38]([C:29]4[C:28]([O:27][CH3:26])=[CH:37][C:36]5[C:31](=[CH:32][CH:33]=[CH:34][CH:35]=5)[CH:30]=4)=[O:39])[CH2:19][CH2:18]3)[N:16]=2)[CH:7]=[CH:8][C:9]=1[O:10][CH3:11]. (4) Given the reactants [CH3:1][O:2][C:3](=[O:13])[CH2:4][C:5]1[CH:10]=[CH:9][C:8]([C:11]#[N:12])=[CH:7][CH:6]=1.Cl.[NH2:15][OH:16].C(=O)(O)[O-].[Na+], predict the reaction product. The product is: [CH3:1][O:2][C:3](=[O:13])[CH2:4][C:5]1[CH:10]=[CH:9][C:8]([C:11](=[NH:12])[NH:15][OH:16])=[CH:7][CH:6]=1. (5) Given the reactants C1C=CC(P(C2C(C3C(P(C4C=CC=CC=4)C4C=CC=CC=4)=CC=C4C=3C=CC=C4)=C3C(C=CC=C3)=CC=2)C2C=CC=CC=2)=CC=1.[CH2:47]([NH2:51])[CH2:48][CH2:49]C.[F:52][C:53]1[CH:58]=[CH:57][C:56]([N+:59]([O-:61])=[O:60])=[C:55](Br)[CH:54]=1.CC([O-])(C)C.[Na+], predict the reaction product. The product is: [F:52][C:53]1[CH:58]=[CH:57][C:56]([N+:59]([O-:61])=[O:60])=[C:55]([NH:51][CH2:47][CH2:48][CH3:49])[CH:54]=1. (6) Given the reactants [C:1]([NH:4][CH:5]([C:11]([O:13][CH2:14][CH3:15])=[O:12])[C:6]([O:8][CH2:9][CH3:10])=[O:7])(=[O:3])[CH3:2].[Na].CCO.[Cl:20][C:21]1[CH:26]=[C:25]([CH2:27]Cl)[CH:24]=[C:23]([C:29]([F:32])([F:31])[F:30])[C:22]=1[NH2:33], predict the reaction product. The product is: [C:1]([NH:4][C:5]([CH2:27][C:25]1[CH:24]=[C:23]([C:29]([F:31])([F:32])[F:30])[C:22]([NH2:33])=[C:21]([Cl:20])[CH:26]=1)([C:11]([O:13][CH2:14][CH3:15])=[O:12])[C:6]([O:8][CH2:9][CH3:10])=[O:7])(=[O:3])[CH3:2]. (7) Given the reactants [CH2:1]([O:8][C:9]([N:11]1[CH2:14][CH:13]([C:15]([OH:17])=O)[CH2:12]1)=[O:10])[C:2]1[CH:7]=[CH:6][CH:5]=[CH:4][CH:3]=1.C(Cl)(=O)C([Cl:21])=O, predict the reaction product. The product is: [Cl:21][C:15]([CH:13]1[CH2:14][N:11]([C:9]([O:8][CH2:1][C:2]2[CH:7]=[CH:6][CH:5]=[CH:4][CH:3]=2)=[O:10])[CH2:12]1)=[O:17]. (8) Given the reactants C(Cl)(=O)C(Cl)=O.CS(C)=O.[CH2:11]([O:18][C@@H:19]1[C@@H:24]([O:25][CH2:26][C:27]2[CH:32]=[CH:31][CH:30]=[CH:29][CH:28]=2)[C@H:23]([O:33][CH2:34][C:35]2[CH:40]=[CH:39][CH:38]=[CH:37][CH:36]=2)[C:22]([CH2:52][O:53][CH2:54][C:55]2[CH:60]=[CH:59][C:58]([O:61][CH3:62])=[CH:57][CH:56]=2)([CH2:41][O:42][CH2:43][C:44]2[CH:49]=[CH:48][C:47]([O:50][CH3:51])=[CH:46][CH:45]=2)[O:21][CH:20]1[OH:63])[C:12]1[CH:17]=[CH:16][CH:15]=[CH:14][CH:13]=1.C(N(CC)CC)C, predict the reaction product. The product is: [CH2:11]([O:18][C@@H:19]1[C@@H:24]([O:25][CH2:26][C:27]2[CH:28]=[CH:29][CH:30]=[CH:31][CH:32]=2)[C@H:23]([O:33][CH2:34][C:35]2[CH:40]=[CH:39][CH:38]=[CH:37][CH:36]=2)[C:22]([CH2:52][O:53][CH2:54][C:55]2[CH:56]=[CH:57][C:58]([O:61][CH3:62])=[CH:59][CH:60]=2)([CH2:41][O:42][CH2:43][C:44]2[CH:45]=[CH:46][C:47]([O:50][CH3:51])=[CH:48][CH:49]=2)[O:21][C:20]1=[O:63])[C:12]1[CH:13]=[CH:14][CH:15]=[CH:16][CH:17]=1. (9) Given the reactants [OH:1][C:2]1[CH:3]=[C:4]([C:12]([O:14][CH3:15])=[O:13])[CH:5]=[C:6]([CH:11]=1)[C:7]([O:9][CH3:10])=[O:8].C([O-])([O-])=O.[K+].[K+].[CH:22]1[CH:27]=[CH:26][C:25]([CH2:28]Br)=[CH:24][CH:23]=1, predict the reaction product. The product is: [CH2:28]([O:1][C:2]1[CH:11]=[C:6]([C:7]([O:9][CH3:10])=[O:8])[CH:5]=[C:4]([CH:3]=1)[C:12]([O:14][CH3:15])=[O:13])[C:25]1[CH:26]=[CH:27][CH:22]=[CH:23][CH:24]=1.